The task is: Predict the product of the given reaction.. This data is from Forward reaction prediction with 1.9M reactions from USPTO patents (1976-2016). (1) Given the reactants C(N(CC)CC)C.[F:8][C:9]1[CH:10]=[C:11]2[C:17]([CH:18]=[O:19])=[CH:16][N:15](C(OC(C)(C)C)=O)[C:12]2=[N:13][CH:14]=1.[CH:27](=[N:34][C:35]1[CH:40]=[C:39]([O:41][CH3:42])[CH:38]=[C:37]([O:43][CH3:44])[CH:36]=1)[C:28]1[CH:33]=[CH:32][CH:31]=[CH:30][CH:29]=1, predict the reaction product. The product is: [CH3:44][O:43][C:37]1[CH:36]=[C:35]([NH:34][CH:27]([C:28]2[CH:33]=[CH:32][CH:31]=[CH:30][CH:29]=2)[C:18]([C:17]2[C:11]3[C:12](=[N:13][CH:14]=[C:9]([F:8])[CH:10]=3)[NH:15][CH:16]=2)=[O:19])[CH:40]=[C:39]([O:41][CH3:42])[CH:38]=1. (2) Given the reactants [CH:1]1[CH2:6][CH2:5][CH:4]=[CH:3][CH:2]=1.C(O)(C(F)(F)F)=O.[NH2:14][C:15]1[CH:20]=[CH:19][CH:18]=[CH:17][CH:16]=1, predict the reaction product. The product is: [CH:2]1([NH:14][C:15]2[CH:20]=[CH:19][CH:18]=[CH:17][CH:16]=2)[CH2:1][CH2:6][CH2:5][CH:4]=[CH:3]1.